Dataset: Reaction yield outcomes from USPTO patents with 853,638 reactions. Task: Predict the reaction yield, written as a fraction of the theoretical maximum amount of product (1.0 means a 100% yield; for example, 0.34 means a 34% yield). (1) The reactants are F[C:2]1[CH:10]=[CH:9][C:8]([S:11]([CH3:14])(=[O:13])=[O:12])=[CH:7][C:3]=1[C:4]([OH:6])=[O:5].C(=O)([O-])[O-].[Cs+].[Cs+].[CH3:21][S-:22].[Na+].Cl. The catalyst is CN(C)C=O. The product is [CH3:14][S:11]([C:8]1[CH:9]=[CH:10][C:2]([S:22][CH3:21])=[C:3]([CH:7]=1)[C:4]([OH:6])=[O:5])(=[O:13])=[O:12]. The yield is 0.990. (2) The reactants are [CH:1]1[C:10]2[C:5](=[CH:6][CH:7]=[CH:8][CH:9]=2)[CH:4]=[CH:3][N:2]=1.[Br:11]NC(=O)CCC(N)=O.[OH-].[NH4+]. The catalyst is S(=O)(=O)(O)O. The product is [Br:11][C:6]1[CH:7]=[CH:8][CH:9]=[C:10]2[C:5]=1[CH:4]=[CH:3][N:2]=[CH:1]2. The yield is 0.810. (3) The reactants are [NH2:1][C:2]1([C:6]2[S:7][C:8]([C:11]3[CH:12]=[C:13]([NH:18][C:19]4[N:24]=[C:23]([C:25]([F:28])([F:27])[F:26])[CH:22]=[CH:21][N:20]=4)[CH:14]=[C:15]([CH3:17])[CH:16]=3)=[CH:9][N:10]=2)[CH2:5][O:4][CH2:3]1.[S:29](N)([NH2:32])(=[O:31])=[O:30]. The catalyst is O1CCOCC1.C(OCC)(=O)C. The product is [CH3:17][C:15]1[CH:16]=[C:11]([C:8]2[S:7][C:6]([C:2]3([NH:1][S:29](=[O:31])(=[O:30])[NH2:32])[CH2:3][O:4][CH2:5]3)=[N:10][CH:9]=2)[CH:12]=[C:13]([NH:18][C:19]2[N:24]=[C:23]([C:25]([F:28])([F:27])[F:26])[CH:22]=[CH:21][N:20]=2)[CH:14]=1. The yield is 0.546. (4) The reactants are [Cl:1][C:2]1[S:6][C:5]([S:7]([N:10]([C:19]2[C:27]3[C:22](=[CH:23][CH:24]=[CH:25][C:26]=3[O:28][CH3:29])[NH:21][N:20]=2)COCC[Si](C)(C)C)(=[O:9])=[O:8])=[CH:4][CH:3]=1.C(=O)([O-])[O-].[K+].[K+].Cl[CH2:37][C:38]1[CH:39]=[C:40]([CH:44]=[CH:45][CH:46]=1)[C:41]([NH2:43])=[O:42].N1C2C(=CC=CC=2)C=N1.CCCC[N+](CCCC)(CCCC)CCCC.[F-].C1COCC1. The catalyst is C(Cl)Cl.O.CN(C=O)C. The product is [Cl:1][C:2]1[S:6][C:5]([S:7]([NH:10][C:19]2[C:27]3[C:22](=[CH:23][CH:24]=[CH:25][C:26]=3[O:28][CH3:29])[N:21]([CH2:37][C:38]3[CH:39]=[C:40]([CH:44]=[CH:45][CH:46]=3)[C:41]([NH2:43])=[O:42])[N:20]=2)(=[O:9])=[O:8])=[CH:4][CH:3]=1. The yield is 0.500. (5) The reactants are [CH:1]([C:3]1[CH:11]=[CH:10][C:6]([C:7]([OH:9])=[O:8])=[CH:5][CH:4]=1)=[CH2:2].[C:12]1([SH:18])C=CC=C[CH:13]=1.[CH3:19][C:20](N=NC(C#N)(C)C)(C#N)C. The catalyst is C1C=CC=CC=1. The product is [S:18]1[CH:12]=[CH:13][CH:2]=[C:1]1[C:3]1[CH:11]=[CH:10][C:6]([C:7]([OH:9])=[O:8])=[C:5]([CH2:19][CH3:20])[CH:4]=1. The yield is 0.850. (6) The reactants are [F:1][C:2]1[CH:7]=[C:6]([N+:8]([O-:10])=[O:9])[CH:5]=[CH:4][C:3]=1[NH2:11].[Br:12]Br.C([O-])(O)=O.[Na+]. The catalyst is CC(O)=O. The product is [Br:12][C:4]1[CH:5]=[C:6]([N+:8]([O-:10])=[O:9])[CH:7]=[C:2]([F:1])[C:3]=1[NH2:11]. The yield is 0.970. (7) The reactants are [NH:1]1[C:9]2[C:4](=[CH:5][CH:6]=[CH:7][CH:8]=2)[C:3]([CH2:10][C@H:11]([NH2:13])[CH3:12])=[CH:2]1.FC(F)(F)S(O[CH2:20][C:21]([F:24])([F:23])[F:22])(=O)=O.CCN(C(C)C)C(C)C. The catalyst is O1CCOCC1. The product is [NH:1]1[C:9]2[C:4](=[CH:5][CH:6]=[CH:7][CH:8]=2)[C:3]([CH2:10][C@H:11]([NH:13][CH2:20][C:21]([F:24])([F:23])[F:22])[CH3:12])=[CH:2]1. The yield is 0.952. (8) The product is [C:3]([O:7][C:8](=[O:15])[NH:9][C:10]([CH3:14])([CH3:13])[CH2:11][O:12][CH3:20])([CH3:6])([CH3:4])[CH3:5]. The yield is 0.880. The catalyst is O1CCOCC1. The reactants are [OH-].[K+].[C:3]([O:7][C:8](=[O:15])[NH:9][C:10]([CH3:14])([CH3:13])[CH2:11][OH:12])([CH3:6])([CH3:5])[CH3:4].S(OC)(O[CH3:20])(=O)=O. (9) The reactants are [CH:1]1[CH:2]=[CH:3][C:4]([N:7]2[CH2:12][CH2:11][NH:10][CH2:9][CH2:8]2)=[CH:5][CH:6]=1.[N:13]([C:16]([O:18][CH2:19][CH3:20])=[O:17])=[C:14]=[S:15]. The catalyst is CC(C)=O. The product is [C:4]1([N:7]2[CH2:8][CH2:9][N:10]([C:14]([NH:13][C:16](=[O:17])[O:18][CH2:19][CH3:20])=[S:15])[CH2:11][CH2:12]2)[CH:3]=[CH:2][CH:1]=[CH:6][CH:5]=1. The yield is 0.730. (10) The reactants are FC(F)(F)C(O)=O.[C:8]([C@@H:10]([NH:22]C(=O)OC(C)(C)C)[CH2:11][C:12]1[CH:17]=[CH:16][C:15]([O:18][CH:19]([CH3:21])[CH3:20])=[CH:14][CH:13]=1)#[N:9]. The catalyst is C(Cl)Cl. The product is [NH2:22][C@@H:10]([CH2:11][C:12]1[CH:13]=[CH:14][C:15]([O:18][CH:19]([CH3:21])[CH3:20])=[CH:16][CH:17]=1)[C:8]#[N:9]. The yield is 0.900.